This data is from Catalyst prediction with 721,799 reactions and 888 catalyst types from USPTO. The task is: Predict which catalyst facilitates the given reaction. (1) Reactant: [I:1][C:2]1[C:10]2[C:5](=[CH:6][CH:7]=[CH:8][CH:9]=2)[NH:4][N:3]=1.Br[CH2:12][C:13]([O:15][CH3:16])=[O:14].C(=O)([O-])[O-].[K+].[K+]. Product: [I:1][C:2]1[C:10]2[C:5](=[CH:6][CH:7]=[CH:8][CH:9]=2)[N:4]([CH2:12][C:13]([O:15][CH3:16])=[O:14])[N:3]=1. The catalyst class is: 21. (2) Reactant: [CH:1]1([C:4]2[C:13]3[C:8](=[CH:9][CH:10]=[C:11]([C:14](OC)=[O:15])[CH:12]=3)[O:7][CH2:6][CH:5]=2)[CH2:3][CH2:2]1.CC(C[AlH]CC(C)C)C.CC(OI1(OC(C)=O)(OC(C)=O)OC(=O)C2C=CC=CC1=2)=O. Product: [CH:1]1([C:4]2[C:13]3[C:8](=[CH:9][CH:10]=[C:11]([CH:14]=[O:15])[CH:12]=3)[O:7][CH2:6][CH:5]=2)[CH2:3][CH2:2]1. The catalyst class is: 4. (3) Reactant: [CH2:1]([N:5]1[C:31]2[C:26](=[CH:27][CH:28]=[CH:29][CH:30]=2)[C:7]([CH2:8][C@@H:9]([C:22]([O:24]C)=[O:23])[NH:10][C:11](=[O:21])[CH:12]=[CH:13][C:14]2[CH:19]=[CH:18][CH:17]=[CH:16][C:15]=2[F:20])=[CH:6]1)[CH2:2][CH2:3][CH3:4].[OH-].[Na+]. Product: [CH2:1]([N:5]1[C:31]2[C:26](=[CH:27][CH:28]=[CH:29][CH:30]=2)[C:7]([CH2:8][C@@H:9]([C:22]([OH:24])=[O:23])[NH:10][C:11](=[O:21])[CH:12]=[CH:13][C:14]2[CH:19]=[CH:18][CH:17]=[CH:16][C:15]=2[F:20])=[CH:6]1)[CH2:2][CH2:3][CH3:4]. The catalyst class is: 5.